From a dataset of Full USPTO retrosynthesis dataset with 1.9M reactions from patents (1976-2016). Predict the reactants needed to synthesize the given product. (1) Given the product [Br:13][C:14]1[C:15]([F:22])=[C:16]([F:21])[C:17]([F:20])=[C:18]([CH:19]=1)[C:23]([OH:25])=[O:24], predict the reactants needed to synthesize it. The reactants are: N(C(C)C)C(C)C.[Li]CCCC.[Br:13][C:14]1[CH:19]=[CH:18][C:17]([F:20])=[C:16]([F:21])[C:15]=1[F:22].[C:23](=[O:25])=[O:24]. (2) Given the product [Br:1][C:2]1[C:10]2[C:5](=[N:6][CH:7]=[CH:8][C:9]=2[CH2:11][C:12]2[CH:17]=[CH:16][C:15]([NH:18][C:19](=[O:24])[C:20]([F:23])([F:21])[F:22])=[CH:14][C:13]=2[F:25])[N:4]([S:37]([C:34]2[CH:35]=[CH:36][C:31]([CH3:41])=[CH:32][CH:33]=2)(=[O:39])=[O:38])[CH:3]=1, predict the reactants needed to synthesize it. The reactants are: [Br:1][C:2]1[C:10]2[C:5](=[N:6][CH:7]=[CH:8][C:9]=2[CH2:11][C:12]2[CH:17]=[CH:16][C:15]([NH:18][C:19](=[O:24])[C:20]([F:23])([F:22])[F:21])=[CH:14][C:13]=2[F:25])[NH:4][CH:3]=1.C([Li])CCC.[C:31]1([CH3:41])[CH:36]=[CH:35][C:34]([S:37](Cl)(=[O:39])=[O:38])=[CH:33][CH:32]=1.C(=O)(O)[O-].[Na+]. (3) The reactants are: [OH:1][C:2]1[CH:3]=[C:4]([C:12]([O:14][CH3:15])=[O:13])[CH:5]=[C:6]([CH:11]=1)[C:7]([O:9][CH3:10])=[O:8].[C:16]([F:31])([O:20][C:21]([F:30])([F:29])[C:22]([F:28])([F:27])[C:23]([F:26])([F:25])[F:24])=[C:17]([F:19])[F:18]. Given the product [F:19][C:17]([F:18])([O:1][C:2]1[CH:11]=[C:6]([C:7]([O:9][CH3:10])=[O:8])[CH:5]=[C:4]([CH:3]=1)[C:12]([O:14][CH3:15])=[O:13])[CH:16]([F:31])[O:20][C:21]([F:29])([F:30])[C:22]([F:27])([F:28])[C:23]([F:24])([F:25])[F:26], predict the reactants needed to synthesize it. (4) Given the product [Cl:1][C:2]1[CH:7]=[C:6]([O:8][C:9]2[C:10]([C:14]3[CH:19]=[CH:18][CH:17]=[CH:16][N:15]=3)=[N:11][N:12]([CH:23]([F:25])[F:22])[CH:13]=2)[CH:5]=[CH:4][N:3]=1, predict the reactants needed to synthesize it. The reactants are: [Cl:1][C:2]1[CH:7]=[C:6]([O:8][C:9]2[C:10]([C:14]3[CH:19]=[CH:18][CH:17]=[CH:16][N:15]=3)=[N:11][NH:12][CH:13]=2)[CH:5]=[CH:4][N:3]=1.[H-].[Na+].[F:22][CH:23]([F:25])I.